Regression/Classification. Given a drug SMILES string, predict its absorption, distribution, metabolism, or excretion properties. Task type varies by dataset: regression for continuous measurements (e.g., permeability, clearance, half-life) or binary classification for categorical outcomes (e.g., BBB penetration, CYP inhibition). Dataset: cyp2d6_veith. From a dataset of CYP2D6 inhibition data for predicting drug metabolism from PubChem BioAssay. The molecule is CCOC(=O)/C(C#N)=C1/C=CN(C)C=N1. The result is 0 (non-inhibitor).